Task: Predict the reactants needed to synthesize the given product.. Dataset: Full USPTO retrosynthesis dataset with 1.9M reactions from patents (1976-2016) (1) Given the product [OH:1][C:2]1[CH:3]=[C:4]2[C:9](=[CH:10][CH:11]=1)[C:8](=[O:12])[N:7]([C:13]1[CH:14]=[CH:15][C:16]([OH:19])=[CH:17][CH:18]=1)[CH:6]=[C:5]2[C:20]1[CH:25]=[CH:24][C:23]([OH:26])=[CH:22][CH:21]=1, predict the reactants needed to synthesize it. The reactants are: [OH:1][C:2]1[CH:3]=[C:4]2[C:9](=[CH:10][CH:11]=1)[C:8](=[O:12])[N:7]([C:13]1[CH:18]=[CH:17][C:16]([OH:19])=[CH:15][CH:14]=1)[CH:6]=[C:5]2[C:20]1[CH:25]=[CH:24][C:23]([O:26]C)=[CH:22][CH:21]=1.B(Br)(Br)Br. (2) Given the product [CH:41]1([C:47]([N:15]([CH2:16][C:17]2[CH:22]=[CH:21][C:20]([O:23][S:24]([C:27]3[CH:28]=[CH:29][C:30]([CH3:33])=[CH:31][CH:32]=3)(=[O:26])=[O:25])=[CH:19][CH:18]=2)[C:12]2[CH:13]=[CH:14][C:9]([O:8][CH2:7][CH2:6][N:1]3[CH2:2][CH2:3][CH2:4][CH2:5]3)=[CH:10][CH:11]=2)=[O:48])[CH2:46][CH2:45][CH2:44][CH2:43][CH2:42]1, predict the reactants needed to synthesize it. The reactants are: [N:1]1([CH2:6][CH2:7][O:8][C:9]2[CH:14]=[CH:13][C:12]([NH:15][CH2:16][C:17]3[CH:22]=[CH:21][C:20]([O:23][S:24]([C:27]4[CH:32]=[CH:31][C:30]([CH3:33])=[CH:29][CH:28]=4)(=[O:26])=[O:25])=[CH:19][CH:18]=3)=[CH:11][CH:10]=2)[CH2:5][CH2:4][CH2:3][CH2:2]1.C(N(CC)CC)C.[CH:41]1([C:47](Cl)=[O:48])[CH2:46][CH2:45][CH2:44][CH2:43][CH2:42]1.C(=O)(O)[O-].[Na+].